Dataset: Full USPTO retrosynthesis dataset with 1.9M reactions from patents (1976-2016). Task: Predict the reactants needed to synthesize the given product. Given the product [CH2:17]([N:3]([CH2:1][CH3:2])[C:4]1[CH:14]=[CH:13][C:7]([C:8]([OH:10])=[O:9])=[CH:6][C:5]=1[O:15][CH3:16])[CH3:18], predict the reactants needed to synthesize it. The reactants are: [CH2:1]([N:3]([CH2:17][CH3:18])[C:4]1[CH:14]=[CH:13][C:7]([C:8]([O:10]CC)=[O:9])=[CH:6][C:5]=1[O:15][CH3:16])[CH3:2].[Li+].[OH-].CO.